Dataset: Reaction yield outcomes from USPTO patents with 853,638 reactions. Task: Predict the reaction yield, written as a fraction of the theoretical maximum amount of product (1.0 means a 100% yield; for example, 0.34 means a 34% yield). (1) The reactants are [CH2:1]([O:8][C:9]1[CH:14]=[CH:13][C:12]([C:15](=[O:17])[CH3:16])=[CH:11][CH:10]=1)[C:2]1[CH:7]=[CH:6][CH:5]=[CH:4][CH:3]=1.BrBr. The catalyst is CO. The product is [CH2:1]([O:8][C:9]1[CH:10]=[CH:11][C:12]([C:15](=[O:17])[CH2:16][CH2:1][C:2]2[CH:7]=[CH:6][CH:5]=[CH:4][CH:3]=2)=[CH:13][CH:14]=1)[C:2]1[CH:3]=[CH:4][CH:5]=[CH:6][CH:7]=1. The yield is 0.890. (2) The reactants are C([O:8][C:9]1[CH:18]=[C:17]2[C:12]([CH:13]=[C:14]([C:19]([O:21][CH2:22][CH3:23])=[O:20])[CH:15]=[N:16]2)=[N:11][CH:10]=1)C1C=CC=CC=1.C(OC1C=NC2C(C=1)=NC=C(Br)C=2)C1C=CC=CC=1.CCN(CC)CC. The catalyst is CCO.C1C=CC(C#N)=CC=1.C1C=CC(C#N)=CC=1.Cl[Pd]Cl.C1C=CC(P(C2C=CC=CC=2)[C-]2C=CC=C2)=CC=1.C1C=CC(P(C2C=CC=CC=2)[C-]2C=CC=C2)=CC=1.[Fe+2]. The product is [OH:8][C:9]1[CH:18]=[C:17]2[C:12]([CH:13]=[C:14]([C:19]([O:21][CH2:22][CH3:23])=[O:20])[CH:15]=[N:16]2)=[N:11][CH:10]=1. The yield is 0.670.